This data is from Forward reaction prediction with 1.9M reactions from USPTO patents (1976-2016). The task is: Predict the product of the given reaction. (1) The product is: [CH2:1]([O:4][C:5](=[O:37])[C@@H:6]([NH:25][C:26](=[O:36])[C:27]1[C:28]([Cl:35])=[CH:29][C:30]([O:34][CH2:48][CH2:47][CH2:46][NH:45][C:43]([O:42][C:38]([CH3:39])([CH3:41])[CH3:40])=[O:44])=[CH:31][C:32]=1[Cl:33])[CH2:7][C:8]1[CH:9]=[CH:10][C:11]([C:14]2[C:15](=[O:24])[N:16]([CH3:23])[C:17](=[O:22])[N:18]([CH3:21])[C:19]=2[CH3:20])=[CH:12][CH:13]=1)[CH2:2][CH3:3]. Given the reactants [CH2:1]([O:4][C:5](=[O:37])[C@@H:6]([NH:25][C:26](=[O:36])[C:27]1[C:32]([Cl:33])=[CH:31][C:30]([OH:34])=[CH:29][C:28]=1[Cl:35])[CH2:7][C:8]1[CH:13]=[CH:12][C:11]([C:14]2[C:15](=[O:24])[N:16]([CH3:23])[C:17](=[O:22])[N:18]([CH3:21])[C:19]=2[CH3:20])=[CH:10][CH:9]=1)[CH2:2][CH3:3].[C:38]([O:42][C:43]([NH:45][CH2:46][CH2:47][CH2:48]Br)=[O:44])([CH3:41])([CH3:40])[CH3:39].C(=O)([O-])[O-].[K+].[K+], predict the reaction product. (2) Given the reactants [F:1][C:2]1[CH:3]=[C:4]2[C:8](=[CH:9][CH:10]=1)[NH:7][C:6](=[O:11])[CH2:5]2.C[Si]([N-][Si](C)(C)C)(C)C.[Na+].Cl[CH2:23][CH2:24][N:25]([CH2:33][CH2:34]Cl)[C:26](=[O:32])[O:27][C:28]([CH3:31])([CH3:30])[CH3:29], predict the reaction product. The product is: [CH3:31][C:28]([O:27][C:26]([N:25]1[CH2:33][CH2:34][C:5]2([C:6](=[O:11])[NH:7][C:8]3[CH:9]=[CH:10][C:2]([F:1])=[CH:3][C:4]2=3)[CH2:23][CH2:24]1)=[O:32])([CH3:29])[CH3:30]. (3) The product is: [Br:12][C:9]1[C:4]([C:5]([O:7][CH3:8])=[O:6])=[C:3]([N+:13]([O-:15])=[O:14])[C:2]([NH:1][CH:24]([CH2:17][C:18]([O:20][CH2:21][CH3:22])=[O:19])[CH3:27])=[CH:11][CH:10]=1. Given the reactants [NH2:1][C:2]1[C:3]([N+:13]([O-:15])=[O:14])=[C:4]([C:9]([Br:12])=[CH:10][CH:11]=1)[C:5]([O:7][CH3:8])=[O:6].Br[C:17]([CH3:24])(C)[C:18]([O:20][CH2:21][CH3:22])=[O:19].[I-].[K+].[C:27](=O)([O-])[O-].[Cs+].[Cs+], predict the reaction product. (4) Given the reactants F[C:2]1[CH:3]=[C:4]2[C:9](=[CH:10][C:11]=1[N+:12]([O-:14])=[O:13])[NH:8][C:7](=[O:15])[N:6]([NH:16][S:17]([CH3:20])(=[O:19])=[O:18])[C:5]2=[O:21].[NH2:22][C@H:23]([C:26]1[CH:31]=[CH:30][CH:29]=[CH:28][CH:27]=1)[CH2:24][OH:25], predict the reaction product. The product is: [OH:25][CH2:24][C@H:23]([NH:22][C:2]1[CH:3]=[C:4]2[C:9](=[CH:10][C:11]=1[N+:12]([O-:14])=[O:13])[NH:8][C:7](=[O:15])[N:6]([NH:16][S:17]([CH3:20])(=[O:19])=[O:18])[C:5]2=[O:21])[C:26]1[CH:31]=[CH:30][CH:29]=[CH:28][CH:27]=1. (5) Given the reactants [F:1][C:2]1[C:10]([I:11])=[CH:9][C:5]([C:6]([OH:8])=O)=[C:4]([O:12][CH3:13])[CH:3]=1.[C:14](Cl)(=[O:18])[C:15](Cl)=O.C([CH:22](C([O-])=O)[C:23]([O-])=[O:24])C.[K+].[K+].[Cl-].[Mg+2].[Cl-].Cl, predict the reaction product. The product is: [F:1][C:2]1[C:10]([I:11])=[CH:9][C:5]([C:6](=[O:8])[CH2:22][C:23]([O:18][CH2:14][CH3:15])=[O:24])=[C:4]([O:12][CH3:13])[CH:3]=1. (6) The product is: [NH2:1][C:2]1[N:7]=[C:6]([Cl:8])[C:5]2[CH2:9][C:10](=[O:12])[N:15]([CH2:16][CH:17]3[CH2:22][C:21]([CH3:23])([CH3:24])[NH:20][C:19]([CH3:26])([CH3:25])[CH2:18]3)[C:4]=2[N:3]=1. Given the reactants [NH2:1][C:2]1[N:7]=[C:6]([Cl:8])[C:5]([CH2:9][C:10]([O:12]CC)=O)=[C:4]([NH:15][CH2:16][CH:17]2[CH2:22][C:21]([CH3:24])([CH3:23])[NH:20][C:19]([CH3:26])([CH3:25])[CH2:18]2)[N:3]=1, predict the reaction product. (7) Given the reactants [N+:1]([C:4]1[CH:9]=[CH:8][C:7]([C:10]2[NH:11][C:12]3[CH:18]=[CH:17][CH:16]=[C:15]([CH3:19])[C:13]=3[N:14]=2)=[CH:6][CH:5]=1)([O-])=O.NC1C=CC=C(C)C=1N.[N+](C1C=CC(C(O)=O)=CC=1)([O-])=O, predict the reaction product. The product is: [NH2:1][C:4]1[CH:5]=[CH:6][C:7]([C:10]2[NH:11][C:12]3[CH:18]=[CH:17][CH:16]=[C:15]([CH3:19])[C:13]=3[N:14]=2)=[CH:8][CH:9]=1.